This data is from Catalyst prediction with 721,799 reactions and 888 catalyst types from USPTO. The task is: Predict which catalyst facilitates the given reaction. Reactant: [Cl:1][C:2]1[N:7]=[C:6]([N:8]2[CH2:13][CH:12]([CH3:14])[NH:11][CH:10]([CH3:15])[CH2:9]2)[N:5]=[C:4]([CH:16]([O:18]C)[CH3:17])[N:3]=1.B(Br)(Br)Br.O. Product: [Cl:1][C:2]1[N:7]=[C:6]([N:8]2[CH2:9][CH:10]([CH3:15])[NH:11][CH:12]([CH3:14])[CH2:13]2)[N:5]=[C:4]([CH:16]([OH:18])[CH3:17])[N:3]=1. The catalyst class is: 2.